This data is from Forward reaction prediction with 1.9M reactions from USPTO patents (1976-2016). The task is: Predict the product of the given reaction. Given the reactants [H-].[Na+].[CH2:3]([OH:8])[CH2:4][CH2:5][CH:6]=[CH2:7].[CH3:9][O:10][CH:11]([O:14][CH3:15])[CH2:12]Br, predict the reaction product. The product is: [CH2:3]([O:8][CH2:12][CH:11]=[O:10])[CH2:4][CH2:5][CH:6]=[CH2:7].[CH3:9][O:10][CH:11]([O:14][CH3:15])[CH2:12][O:8][CH2:3][CH2:4][CH2:5][CH:6]=[CH2:7].